From a dataset of Catalyst prediction with 721,799 reactions and 888 catalyst types from USPTO. Predict which catalyst facilitates the given reaction. (1) Product: [CH3:16][C:15]1[C:10]([NH:9][C:8]2[C:3](=[O:2])[NH:4][CH:5]=[CH:6][CH:7]=2)=[N:11][C:12]([NH:23][C@@H:24]2[CH2:29][CH2:28][CH2:27][NH:26][CH2:25]2)=[N:13][C:14]=1[N:17]1[CH2:22][CH2:21][O:20][CH2:19][CH2:18]1. Reactant: C[O:2][C:3]1[C:8]([NH:9][C:10]2[C:15]([CH3:16])=[C:14]([N:17]3[CH2:22][CH2:21][O:20][CH2:19][CH2:18]3)[N:13]=[C:12]([NH:23][C@@H:24]3[CH2:29][CH2:28][CH2:27][N:26](C(OC(C)(C)C)=O)[CH2:25]3)[N:11]=2)=[CH:7][CH:6]=[CH:5][N:4]=1.Cl. The catalyst class is: 12. (2) Reactant: [CH3:1][O:2][C:3]1[CH:8]=[CH:7][C:6]([CH2:9][CH2:10][C:11]([OH:13])=[O:12])=[CH:5][CH:4]=1.[I:14]Cl. Product: [I:14][C:8]1[CH:7]=[C:6]([CH2:9][CH2:10][C:11]([OH:13])=[O:12])[CH:5]=[CH:4][C:3]=1[O:2][CH3:1]. The catalyst class is: 15. (3) Reactant: [O:1]([C:8]1[CH:13]=[CH:12][C:11]([C:14]2[C:22]3[C:21]([NH2:23])=[N:20][CH:19]=[N:18][C:17]=3[N:16]([CH2:24][C@@H:25]3[CH2:29][CH2:28][CH2:27][NH:26]3)[CH:15]=2)=[CH:10][CH:9]=1)[C:2]1[CH:7]=[CH:6][CH:5]=[CH:4][CH:3]=1.[C:30]([C:32](=[CH:36][CH:37]1[CH2:39][CH2:38]1)[C:33](O)=[O:34])#[N:31].CCN(C(C)C)C(C)C.CN(C(ON1N=NC2C=CC=NC1=2)=[N+](C)C)C.F[P-](F)(F)(F)(F)F. Product: [NH2:23][C:21]1[C:22]2[C:14]([C:11]3[CH:10]=[CH:9][C:8]([O:1][C:2]4[CH:7]=[CH:6][CH:5]=[CH:4][CH:3]=4)=[CH:13][CH:12]=3)=[CH:15][N:16]([CH2:24][C@@H:25]3[CH2:29][CH2:28][CH2:27][N:26]3[C:33]([C:32](=[CH:36][CH:37]3[CH2:39][CH2:38]3)[C:30]#[N:31])=[O:34])[C:17]=2[N:18]=[CH:19][N:20]=1. The catalyst class is: 2. (4) The catalyst class is: 13. Product: [C:47]([O:46][C:42]([NH:43][NH:44][C:11](=[O:13])[CH:6]([NH:5][C:3]([O:2][CH3:1])=[O:4])[C:7]([CH3:8])([CH3:9])[CH3:10])=[O:45])([CH3:50])([CH3:49])[CH3:48]. Reactant: [CH3:1][O:2][C:3]([NH:5][C@H:6]([C:11]([OH:13])=O)[C:7]([CH3:10])([CH3:9])[CH3:8])=[O:4].CN(C)CCCN=C=NCC.C1C=CC2N(O)N=NC=2C=1.CN1CCOCC1.[C:42]([O:46][C:47]([CH3:50])([CH3:49])[CH3:48])(=[O:45])[NH:43][NH2:44]. (5) Reactant: [Br:1][C:2]1[CH:7]=[C:6](F)[CH:5]=[C:4]([F:9])[CH:3]=1.CS(CCO)(=O)=[O:12].CC(C)([O-])C.[K+]. Product: [Br:1][C:2]1[CH:7]=[C:6]([OH:12])[CH:5]=[C:4]([F:9])[CH:3]=1. The catalyst class is: 16. (6) Reactant: [NH:1]1[CH2:5][CH2:4][CH2:3][C@H:2]1[CH2:6][OH:7].Cl.[N:9]([O-])=[O:10].[Na+].C(=O)([O-])[O-].[Na+].[Na+]. Product: [N:9]([N:1]1[CH2:5][CH2:4][CH2:3][C@H:2]1[CH2:6][OH:7])=[O:10]. The catalyst class is: 20. (7) Reactant: [NH:1]1[C:9]2[C:4](=[CH:5][CH:6]=[CH:7][CH:8]=2)[C:3]([C:10]([NH:12][C:13]2[CH:18]=[C:17]([N:19]3[CH2:24][C@H:23]([CH3:25])[O:22][C@H:21]([CH3:26])[CH2:20]3)[CH:16]=[CH:15][C:14]=2[N+:27]([O-])=O)=[O:11])=[N:2]1. Product: [NH:1]1[C:9]2[C:4](=[CH:5][CH:6]=[CH:7][CH:8]=2)[C:3]([C:10]([NH:12][C:13]2[CH:18]=[C:17]([N:19]3[CH2:24][C@H:23]([CH3:25])[O:22][C@H:21]([CH3:26])[CH2:20]3)[CH:16]=[CH:15][C:14]=2[NH2:27])=[O:11])=[N:2]1. The catalyst class is: 29. (8) Reactant: [F:1][C:2]([F:10])([F:9])[S:3]([O:6][CH2:7][CH3:8])(=[O:5])=[O:4].[S:11]1[C:15]2[CH:16]=[CH:17][CH:18]=[CH:19][C:14]=2[N:13]=[C:12]1[C:20]1[C:28]2[C:23](=[CH:24][N:25]=[CH:26][CH:27]=2)[S:22][C:21]=1[NH:29][C:30](=[O:32])[CH3:31]. Product: [F:1][C:2]([F:10])([F:9])[S:3]([O-:6])(=[O:5])=[O:4].[C:30]([NH:29][C:21]1[S:22][C:23]2=[CH:24][N+:25]([CH2:7][CH3:8])=[CH:26][CH:27]=[C:28]2[C:20]=1[C:12]1[S:11][C:15]2[CH:16]=[CH:17][CH:18]=[CH:19][C:14]=2[N:13]=1)(=[O:32])[CH3:31]. The catalyst class is: 4.